From a dataset of Forward reaction prediction with 1.9M reactions from USPTO patents (1976-2016). Predict the product of the given reaction. (1) Given the reactants Cl[C:2]1[CH:10]=[C:9]2[C:5]([CH:6]=[C:7]([CH2:12][CH2:13][N:14]([CH2:22][CH3:23])[C:15](=[O:21])[O:16][C:17]([CH3:20])([CH3:19])[CH3:18])[N:8]2[CH3:11])=[CH:4][C:3]=1[CH:24]=[O:25].[CH:26]([B-](F)(F)F)=[CH2:27].[K+].C([O-])([O-])=O.[K+].[K+].O1CCOCC1, predict the reaction product. The product is: [CH2:22]([N:14]([CH2:13][CH2:12][C:7]1[N:8]([CH3:11])[C:9]2[C:5]([CH:6]=1)=[CH:4][C:3]([CH:24]=[O:25])=[C:2]([CH:26]=[CH2:27])[CH:10]=2)[C:15](=[O:21])[O:16][C:17]([CH3:20])([CH3:19])[CH3:18])[CH3:23]. (2) Given the reactants C(OC(=O)[NH:7][C@@H:8]1[C:14](=[O:15])[N:13]([CH3:16])[C:12]2[CH:17]=[C:18]([F:21])[CH:19]=[CH:20][C:11]=2[O:10][CH2:9]1)(C)(C)C.FC(F)(F)C(O)=O, predict the reaction product. The product is: [NH2:7][C@@H:8]1[C:14](=[O:15])[N:13]([CH3:16])[C:12]2[CH:17]=[C:18]([F:21])[CH:19]=[CH:20][C:11]=2[O:10][CH2:9]1. (3) Given the reactants [CH3:1][O:2][C:3]([C@@H:5]1[CH2:9][C@@H:8]([S:10]([CH3:13])(=[O:12])=[O:11])[CH2:7][N:6]1[C:14](=S)[CH2:15][C:16](=O)[CH3:17])=[O:4].[CH2:20]([NH:27][NH2:28])[C:21]1[CH:26]=[CH:25][CH:24]=[CH:23][CH:22]=1, predict the reaction product. The product is: [CH3:1][O:2][C:3]([C@@H:5]1[CH2:9][C@@H:8]([S:10]([CH3:13])(=[O:12])=[O:11])[CH2:7][N:6]1[C:14]1[N:27]([CH2:20][C:21]2[CH:26]=[CH:25][CH:24]=[CH:23][CH:22]=2)[N:28]=[C:16]([CH3:17])[CH:15]=1)=[O:4]. (4) Given the reactants [C:1]([O:5][C:6]([NH:8][C@H:9]1[CH2:14][CH2:13][C@H:12]([CH2:15]OS(C)(=O)=O)[CH2:11][CH2:10]1)=[O:7])([CH3:4])([CH3:3])[CH3:2].[C-:21]#[N:22].[Na+], predict the reaction product. The product is: [C:1]([O:5][C:6](=[O:7])[NH:8][C@H:9]1[CH2:14][CH2:13][C@H:12]([CH2:15][C:21]#[N:22])[CH2:11][CH2:10]1)([CH3:4])([CH3:3])[CH3:2]. (5) Given the reactants [Cl:1][C:2]1[CH:7]=[CH:6][C:5]([C:8]([C:11]2[N:15]([C:16]3[CH:21]=[CH:20][C:19]([F:22])=[CH:18][CH:17]=3)[C:14]([S:23][CH2:24][C:25]3[C:30]([F:31])=[CH:29][C:28]([S:32]([NH:35][C:36](=[O:40])OCC)(=[O:34])=[O:33])=[CH:27][C:26]=3[F:41])=[N:13][CH:12]=2)([CH3:10])[CH3:9])=[CH:4][C:3]=1[O:42][CH3:43].[NH2:44][N:45]1[CH2:50][CH2:49][O:48][CH2:47][CH2:46]1, predict the reaction product. The product is: [Cl:1][C:2]1[CH:7]=[CH:6][C:5]([C:8]([C:11]2[N:15]([C:16]3[CH:17]=[CH:18][C:19]([F:22])=[CH:20][CH:21]=3)[C:14]([S:23][CH2:24][C:25]3[C:26]([F:41])=[CH:27][C:28]([S:32]([NH:35][C:36](=[O:40])[NH:44][N:45]4[CH2:50][CH2:49][O:48][CH2:47][CH2:46]4)(=[O:34])=[O:33])=[CH:29][C:30]=3[F:31])=[N:13][CH:12]=2)([CH3:10])[CH3:9])=[CH:4][C:3]=1[O:42][CH3:43]. (6) Given the reactants C([O:9][C@@H:10]1[C@@H:32]([O:33]C(=O)C2C=CC=CC=2)[C@H:31]([O:42]C(=O)C2C=CC=CC=2)[C@@H:30]([C@@H:51]([CH3:61])[O:52]C(=O)C2C=CC=CC=2)[O:29][C@H:11]1[O:12][C:13]1[C:18]([CH2:19][C:20]2[CH:25]=[CH:24][C:23]([CH2:26][CH3:27])=[CH:22][CH:21]=2)=[CH:17][CH:16]=[C:15]([CH3:28])[N:14]=1)(=O)C1C=CC=CC=1.CO.C(=O)([O-])[O-].[K+].[K+].C(O[C@@H]1[C@@H](OC(=O)C2C=CC=CC=2)[C@H](OC(=O)C2C=CC=CC=2)[C@@H]([C@@H](C)OC(=O)C2C=CC=CC=2)O[C@H]1OC1C(CC2C=CC(CC)=CC=2)=C(C)C=C(C)N=1)(=O)C1C=CC=CC=1, predict the reaction product. The product is: [O:12]([C:13]1[C:18]([CH2:19][C:20]2[CH:21]=[CH:22][C:23]([CH2:26][CH3:27])=[CH:24][CH:25]=2)=[CH:17][CH:16]=[C:15]([CH3:28])[N:14]=1)[C@@H:11]1[O:29][C@H:30]([C@@H:51]([CH3:61])[OH:52])[C@@H:31]([OH:42])[C@H:32]([OH:33])[C@H:10]1[OH:9].